Dataset: Forward reaction prediction with 1.9M reactions from USPTO patents (1976-2016). Task: Predict the product of the given reaction. Given the reactants [NH2:1][C:2]1[C:10]2[N:9]=[CH:8][N:7]([CH3:11])[C:6]=2[CH:5]=[CH:4][CH:3]=1.[CH:12]([O:15][C:16]1[CH:21]=[CH:20][C:19]([S:22]([CH3:25])(=[O:24])=[O:23])=[CH:18][C:17]=1[N:26]=[C:27]=[S:28])([CH3:14])[CH3:13].CC1N(C)C2C(NC(=S)NC3C=C(S(N)(=O)=O)C=CC=3OC(C)C)=CC=CC=2N=1, predict the reaction product. The product is: [CH:12]([O:15][C:16]1[CH:21]=[CH:20][C:19]([S:22]([CH3:25])(=[O:24])=[O:23])=[CH:18][C:17]=1[NH:26][C:27]([NH:1][C:2]1[C:10]2[N:9]=[CH:8][N:7]([CH3:11])[C:6]=2[CH:5]=[CH:4][CH:3]=1)=[S:28])([CH3:14])[CH3:13].